This data is from Full USPTO retrosynthesis dataset with 1.9M reactions from patents (1976-2016). The task is: Predict the reactants needed to synthesize the given product. Given the product [CH3:2][S:3]([C:6]1[CH:7]=[CH:8][C:9]([C:12]2[CH:17]=[CH:16][C:15]([O:18][CH2:19][CH:20]3[CH2:25][CH2:24][N:23]([CH2:32][C:33]([F:36])([F:35])[F:34])[CH2:22][CH2:21]3)=[CH:14][CH:13]=2)=[CH:10][CH:11]=1)(=[O:5])=[O:4], predict the reactants needed to synthesize it. The reactants are: Cl.[CH3:2][S:3]([C:6]1[CH:11]=[CH:10][C:9]([C:12]2[CH:17]=[CH:16][C:15]([O:18][CH2:19][CH:20]3[CH2:25][CH2:24][NH:23][CH2:22][CH2:21]3)=[CH:14][CH:13]=2)=[CH:8][CH:7]=1)(=[O:5])=[O:4].FC(F)(F)S(O[CH2:32][C:33]([F:36])([F:35])[F:34])(=O)=O.C([O-])([O-])=O.[K+].[K+].CCOC(C)=O.